Dataset: Retrosynthesis with 50K atom-mapped reactions and 10 reaction types from USPTO. Task: Predict the reactants needed to synthesize the given product. (1) Given the product OCc1cccc(-c2cc(CNC3CCC3)ccc2F)c1, predict the reactants needed to synthesize it. The reactants are: NC1CCC1.O=Cc1ccc(F)c(-c2cccc(CO)c2)c1. (2) Given the product O=C1c2ccc(O)cc2CN1C1CCCC1, predict the reactants needed to synthesize it. The reactants are: O=C1c2ccc(O)cc2C(=O)N1C1CCCC1. (3) The reactants are: NC=O.Nc1cc(F)ccc1C(=O)O. Given the product O=c1[nH]cnc2cc(F)ccc12, predict the reactants needed to synthesize it. (4) Given the product Cc1nccn1-c1cccc(Oc2ccc([N+](=O)[O-])cc2Cl)c1, predict the reactants needed to synthesize it. The reactants are: Cc1nccn1-c1cccc(O)c1.O=[N+]([O-])c1ccc(F)c(Cl)c1.